From a dataset of Full USPTO retrosynthesis dataset with 1.9M reactions from patents (1976-2016). Predict the reactants needed to synthesize the given product. The reactants are: [F:1][CH2:2][CH2:3][N:4]1[CH2:9][CH2:8][N:7](C(OC(C)(C)C)=O)[CH2:6][CH2:5]1.C([O-])([O-])=O.[K+].[K+]. Given the product [F:1][CH2:2][CH2:3][N:4]1[CH2:9][CH2:8][NH:7][CH2:6][CH2:5]1, predict the reactants needed to synthesize it.